This data is from Full USPTO retrosynthesis dataset with 1.9M reactions from patents (1976-2016). The task is: Predict the reactants needed to synthesize the given product. (1) Given the product [CH:11]1([C:14]2[N:19]=[C:18]([C:20]3[NH:37][C:23]4=[N:24][C:25]([N:28]5[CH2:33][CH2:32][CH2:31][C@@H:30]([C:34]([N:2]([CH3:3])[CH3:1])=[O:35])[CH2:29]5)=[CH:26][CH:27]=[C:22]4[N:21]=3)[CH:17]=[CH:16][N:15]=2)[CH2:13][CH2:12]1, predict the reactants needed to synthesize it. The reactants are: [CH3:1][NH:2][CH3:3].C(N(CC)CC)C.[CH:11]1([C:14]2[N:19]=[C:18]([C:20]3[NH:37][C:23]4=[N:24][C:25]([N:28]5[CH2:33][CH2:32][CH2:31][C@@H:30]([C:34](O)=[O:35])[CH2:29]5)=[CH:26][CH:27]=[C:22]4[N:21]=3)[CH:17]=[CH:16][N:15]=2)[CH2:13][CH2:12]1.F[P-](F)(F)(F)(F)F.N1(OC(N(C)C)=[N+](C)C)C2N=CC=CC=2N=N1. (2) The reactants are: [I:1][C:2]1[CH:9]=[CH:8][CH:7]=[CH:6][C:3]=1[CH2:4][OH:5].[Cr](Cl)(O)(=O)=O.N1C=CC=CC=1. Given the product [I:1][C:2]1[CH:9]=[CH:8][CH:7]=[CH:6][C:3]=1[CH:4]=[O:5], predict the reactants needed to synthesize it. (3) Given the product [NH2:18][C:9]1[C:8]2[N:7]=[C:6]([CH2:19][CH2:20][O:21][CH3:22])[N:5]([CH2:4][C:3]([CH3:24])([CH3:23])[CH2:2][NH:1][C:32](=[O:39])[C:33]3[CH:38]=[CH:37][CH:36]=[CH:35][CH:34]=3)[C:17]=2[C:16]2[CH:15]=[CH:14][CH:13]=[CH:12][C:11]=2[N:10]=1, predict the reactants needed to synthesize it. The reactants are: [NH2:1][CH2:2][C:3]([CH3:24])([CH3:23])[CH2:4][N:5]1[C:17]2[C:16]3[CH:15]=[CH:14][CH:13]=[CH:12][C:11]=3[N:10]=[C:9]([NH2:18])[C:8]=2[N:7]=[C:6]1[CH2:19][CH2:20][O:21][CH3:22].C(N(CC)CC)C.[C:32](Cl)(=[O:39])[C:33]1[CH:38]=[CH:37][CH:36]=[CH:35][CH:34]=1.C(=O)(O)[O-].[Na+]. (4) The reactants are: [OH:1][C@@:2]1([C:9]#[C:10][C:11]2[CH:12]=[C:13]([C:17]3[C:22]4[CH:23]=[N:24][N:25]([CH:26]([CH3:28])[CH3:27])[C:21]=4[CH:20]=[C:19]([C:29]([O:31]C)=O)[N:18]=3)[CH:14]=[CH:15][CH:16]=2)[CH2:6][CH2:5][N:4]([CH3:7])[C:3]1=[O:8].[NH3:33]. Given the product [OH:1][C@@:2]1([C:9]#[C:10][C:11]2[CH:12]=[C:13]([C:17]3[C:22]4[CH:23]=[N:24][N:25]([CH:26]([CH3:27])[CH3:28])[C:21]=4[CH:20]=[C:19]([C:29]([NH2:33])=[O:31])[N:18]=3)[CH:14]=[CH:15][CH:16]=2)[CH2:6][CH2:5][N:4]([CH3:7])[C:3]1=[O:8], predict the reactants needed to synthesize it. (5) The reactants are: [C:1]1([C:7]2[N:11]([C:12]([C:25]3[CH:30]=[CH:29][CH:28]=[CH:27][CH:26]=3)([C:19]3[CH:24]=[CH:23][CH:22]=[CH:21][CH:20]=3)[C:13]3[CH:18]=[CH:17][CH:16]=[CH:15][CH:14]=3)[N:10]=[N:9][N:8]=2)[CH:6]=[CH:5][CH:4]=[CH:3][CH:2]=1.[B:31](OC(C)C)([O:36]C(C)C)[O:32]C(C)C.C(O)(=O)C. Given the product [C:12]([N:11]1[C:7]([C:1]2[CH:6]=[CH:5][CH:4]=[CH:3][C:2]=2[B:31]([OH:36])[OH:32])=[N:8][N:9]=[N:10]1)([C:25]1[CH:26]=[CH:27][CH:28]=[CH:29][CH:30]=1)([C:13]1[CH:18]=[CH:17][CH:16]=[CH:15][CH:14]=1)[C:19]1[CH:20]=[CH:21][CH:22]=[CH:23][CH:24]=1, predict the reactants needed to synthesize it.